This data is from Forward reaction prediction with 1.9M reactions from USPTO patents (1976-2016). The task is: Predict the product of the given reaction. Given the reactants [S:1](O[S:1]([C:4]([F:7])([F:6])[F:5])(=[O:3])=[O:2])([C:4]([F:7])([F:6])[F:5])(=[O:3])=[O:2].N1C=CC=CC=1.[NH2:22][C:23]1[CH:28]=[CH:27][C:26]([C:29](=[O:31])[CH3:30])=[CH:25][C:24]=1OC.C(OCC)C.C(Cl)[Cl:40], predict the reaction product. The product is: [C:29]([C:26]1[CH:27]=[CH:28][C:23]([NH:22][S:1]([C:4]([F:7])([F:6])[F:5])(=[O:3])=[O:2])=[CH:24][C:25]=1[Cl:40])(=[O:31])[CH3:30].